Dataset: Forward reaction prediction with 1.9M reactions from USPTO patents (1976-2016). Task: Predict the product of the given reaction. (1) Given the reactants C(OC([N:8]1[CH2:12][C@@H:11]([CH2:13][NH2:14])[CH2:10][C@H:9]1[C:15]([N:17]1[CH2:21][CH2:20][S:19][CH2:18]1)=[O:16])=O)(C)(C)C.C(N(CC)C(C)C)(C)C.Cl[C:32]([O:34][C:35]1[CH:40]=[CH:39][CH:38]=[CH:37][CH:36]=1)=[O:33], predict the reaction product. The product is: [C:35]1([O:34][C:32](=[O:33])[NH:14][CH2:13][C@H:11]2[CH2:10][C@@H:9]([C:15]([N:17]3[CH2:21][CH2:20][S:19][CH2:18]3)=[O:16])[NH:8][CH2:12]2)[CH:40]=[CH:39][CH:38]=[CH:37][CH:36]=1. (2) The product is: [CH:28]1([N:16]2[C:17]3[C:22](=[CH:21][CH:20]=[CH:19][CH:18]=3)[N:13]([C:11]([C:10]3[C:5]([O:4][C:3]4[CH:23]=[C:24]([Cl:27])[CH:25]=[CH:26][C:2]=4[Cl:1])=[N:6][CH:7]=[CH:8][CH:9]=3)=[O:12])[CH2:14][CH2:15]2)[CH2:31][CH2:30][CH2:29]1. Given the reactants [Cl:1][C:2]1[CH:26]=[CH:25][C:24]([Cl:27])=[CH:23][C:3]=1[O:4][C:5]1[C:10]([C:11]([N:13]2[C:22]3[C:17](=[CH:18][CH:19]=[CH:20][CH:21]=3)[NH:16][CH2:15][CH2:14]2)=[O:12])=[CH:9][CH:8]=[CH:7][N:6]=1.[C:28]1(=O)[CH2:31][CH2:30][CH2:29]1.C(O)(=O)C.C([BH3-])#N.[Na+], predict the reaction product. (3) The product is: [Cl:1][C:2]1[CH:7]=[CH:6][C:5]([O:8][CH2:15][C:14]2[CH:17]=[CH:18][C:11]([Cl:10])=[CH:12][C:13]=2[F:19])=[C:4]([I:9])[CH:3]=1. Given the reactants [Cl:1][C:2]1[CH:7]=[CH:6][C:5]([OH:8])=[C:4]([I:9])[CH:3]=1.[Cl:10][C:11]1[CH:18]=[CH:17][C:14]([CH2:15]Br)=[C:13]([F:19])[CH:12]=1.C(=O)([O-])[O-].[K+].[K+], predict the reaction product.